From a dataset of Forward reaction prediction with 1.9M reactions from USPTO patents (1976-2016). Predict the product of the given reaction. (1) Given the reactants [F:1][C:2]1[CH:3]=[CH:4][C:5]([O:29]O)=[C:6]([C:8]([CH3:28])([CH3:27])[CH2:9][C:10]([C:23]([F:26])([F:25])[F:24])([OH:22])[CH2:11][NH:12][C:13]2[CH:21]=[CH:20][CH:19]=[C:18]3[C:14]=2[CH:15]=[N:16][NH:17]3)[CH:7]=1.[F:31][C:32]1[CH:33]=[C:34](B(O)O)[CH:35]=[CH:36][CH:37]=1, predict the reaction product. The product is: [F:1][C:2]1[CH:3]=[CH:4][C:5]([OH:29])=[C:6]([C:8]([CH3:28])([CH3:27])[CH2:9][C:10]([C:23]([F:26])([F:25])[F:24])([OH:22])[CH2:11][NH:12][C:13]2[CH:21]=[CH:20][CH:19]=[C:18]3[C:14]=2[CH:15]=[N:16][N:17]3[C:36]2[CH:35]=[CH:34][CH:33]=[C:32]([F:31])[CH:37]=2)[CH:7]=1. (2) The product is: [F:1][C:2]1[CH:7]=[CH:6][C:5]([CH:8]2[CH2:13][CH2:12][C:11]([N:15]3[CH2:19][CH2:18][CH2:17][CH2:16]3)=[CH:10][CH2:9]2)=[CH:4][CH:3]=1. Given the reactants [F:1][C:2]1[CH:7]=[CH:6][C:5]([CH:8]2[CH2:13][CH2:12][C:11](=O)[CH2:10][CH2:9]2)=[CH:4][CH:3]=1.[NH:15]1[CH2:19][CH2:18][CH2:17][CH2:16]1, predict the reaction product.